Dataset: Reaction yield outcomes from USPTO patents with 853,638 reactions. Task: Predict the reaction yield, written as a fraction of the theoretical maximum amount of product (1.0 means a 100% yield; for example, 0.34 means a 34% yield). (1) The product is [CH:1]([C:4]1[CH:9]=[CH:8][C:7]([S:10]([C:13]2[CH:18]=[CH:17][C:16]([N:19]3[CH2:20][CH2:21][NH:22][CH2:23][CH2:24]3)=[CH:15][CH:14]=2)(=[O:12])=[O:11])=[CH:6][C:5]=1[S:32]([NH:35][CH:36]1[CH2:41][CH2:40][O:39][CH2:38][CH2:37]1)(=[O:34])=[O:33])([CH3:3])[CH3:2]. The catalyst is O1CCCC1. The reactants are [CH:1]([C:4]1[CH:9]=[CH:8][C:7]([S:10]([C:13]2[CH:18]=[CH:17][C:16]([N:19]3[CH2:24][CH2:23][N:22](C(OC(C)(C)C)=O)[CH2:21][CH2:20]3)=[CH:15][CH:14]=2)(=[O:12])=[O:11])=[CH:6][C:5]=1[S:32]([NH:35][CH:36]1[CH2:41][CH2:40][O:39][CH2:38][CH2:37]1)(=[O:34])=[O:33])([CH3:3])[CH3:2].Cl. The yield is 0.750. (2) The reactants are [CH2:1]([NH:3][C:4]1[C:9]([C:10](OCC)=[O:11])=[CH:8][N:7]=[C:6]([S:15][CH3:16])[N:5]=1)[CH3:2].[H-].[H-].[H-].[H-].[Li+].[Al+3].N#N. The catalyst is C1COCC1. The product is [CH2:1]([NH:3][C:4]1[C:9]([CH2:10][OH:11])=[CH:8][N:7]=[C:6]([S:15][CH3:16])[N:5]=1)[CH3:2]. The yield is 0.920.